This data is from Forward reaction prediction with 1.9M reactions from USPTO patents (1976-2016). The task is: Predict the product of the given reaction. (1) The product is: [CH2:67]([C:29](=[O:30])[C@H:5]1[O:4][C@@H:3]([N:31]2[CH:59]=[CH:58][C:35]([NH:36][C:37]([C:46]3[CH:47]=[CH:48][CH:49]=[CH:50][CH:51]=3)([C:52]3[CH:53]=[CH:54][CH:55]=[CH:56][CH:57]=3)[C:38]3[CH:43]=[CH:42][C:41]([O:44][CH3:45])=[CH:40][CH:39]=3)=[N:34][C:32]2=[O:33])[C:2]([F:1])([F:60])[C@@H:6]1[O:7][C:8]([C:23]1[CH:24]=[CH:25][CH:26]=[CH:27][CH:28]=1)([C:17]1[CH:18]=[CH:19][CH:20]=[CH:21][CH:22]=1)[C:9]1[CH:10]=[CH:11][C:12]([O:15][CH3:16])=[CH:13][CH:14]=1)[CH:63]=[CH2:64]. Given the reactants [F:1][C:2]1([F:60])[C@H:6]([O:7][C:8]([C:23]2[CH:28]=[CH:27][CH:26]=[CH:25][CH:24]=2)([C:17]2[CH:22]=[CH:21][CH:20]=[CH:19][CH:18]=2)[C:9]2[CH:14]=[CH:13][C:12]([O:15][CH3:16])=[CH:11][CH:10]=2)[C@@H:5]([CH:29]=[O:30])[O:4][C@H:3]1[N:31]1[CH:59]=[CH:58][C:35]([NH:36][C:37]([C:52]2[CH:57]=[CH:56][CH:55]=[CH:54][CH:53]=2)([C:46]2[CH:51]=[CH:50][CH:49]=[CH:48][CH:47]=2)[C:38]2[CH:43]=[CH:42][C:41]([O:44][CH3:45])=[CH:40][CH:39]=2)=[N:34][C:32]1=[O:33].N#N.[CH2:63]1[CH2:67]OC[CH2:64]1, predict the reaction product. (2) Given the reactants [Cl:1][C:2]1[CH:7]=[C:6]([Cl:8])[CH:5]=[CH:4][C:3]=1[CH2:9][N+:10]#[C-:11].[CH3:12][C:13]([CH3:20])([CH:18]=O)[CH2:14][C:15](O)=[O:16].[CH3:21][NH2:22].C[OH:24], predict the reaction product. The product is: [Cl:1][C:2]1[CH:7]=[C:6]([Cl:8])[CH:5]=[CH:4][C:3]=1[CH2:9][NH:10][C:11](=[O:24])[C@@H:18]1[C:13]([CH3:20])([CH3:12])[CH2:14][C:15](=[O:16])[N:22]1[CH3:21]. (3) The product is: [O:1]1[C:5]2[CH:6]=[CH:7][CH:8]=[CH:9][C:4]=2[N:3]=[C:2]1[CH:10]([C:28]1[CH:33]=[CH:32][CH:31]=[CH:30][CH:29]=1)[NH:11][S:12]([C:15]1[CH:25]=[CH:24][C:18]2[O:19][CH2:20][CH2:21][CH2:22][O:23][C:17]=2[CH:16]=1)(=[O:14])=[O:13]. Given the reactants [O:1]1[C:5]2[CH:6]=[CH:7][CH:8]=[CH:9][C:4]=2[N:3]=[C:2]1[CH:10]=[N:11][S:12]([C:15]1[CH:25]=[CH:24][C:18]2[O:19][CH2:20][CH2:21][CH2:22][O:23][C:17]=2[CH:16]=1)(=[O:14])=[O:13].Br[Mg][C:28]1[CH:33]=[CH:32][CH:31]=[CH:30][CH:29]=1.[Cl-].[NH4+], predict the reaction product.